This data is from Forward reaction prediction with 1.9M reactions from USPTO patents (1976-2016). The task is: Predict the product of the given reaction. (1) Given the reactants [CH3:1][O-:2].[Na+].Br[C:5]1[C:10]([O:11][CH3:12])=[CH:9][CH:8]=[C:7]([N+:13]([O-:15])=[O:14])[N:6]=1.CS(C)=O, predict the reaction product. The product is: [CH3:1][O:2][C:5]1[C:10]([O:11][CH3:12])=[CH:9][CH:8]=[C:7]([N+:13]([O-:15])=[O:14])[N:6]=1. (2) The product is: [CH:18]1([CH2:17][N:1]2[C:5]3=[N:6][CH:7]=[CH:8][CH:9]=[C:4]3[C:3]([C:10]#[N:11])=[N:2]2)[CH2:22][CH2:21][CH2:20][CH2:19]1. Given the reactants [NH:1]1[C:5]2=[N:6][CH:7]=[CH:8][CH:9]=[C:4]2[C:3]([C:10]#[N:11])=[N:2]1.CS(O[CH2:17][CH:18]1[CH2:22][CH2:21][CH2:20][CH2:19]1)(=O)=O.C(=O)([O-])[O-].[Cs+].[Cs+].O, predict the reaction product.